From a dataset of NCI-60 drug combinations with 297,098 pairs across 59 cell lines. Regression. Given two drug SMILES strings and cell line genomic features, predict the synergy score measuring deviation from expected non-interaction effect. (1) Drug 1: CCCCC(=O)OCC(=O)C1(CC(C2=C(C1)C(=C3C(=C2O)C(=O)C4=C(C3=O)C=CC=C4OC)O)OC5CC(C(C(O5)C)O)NC(=O)C(F)(F)F)O. Drug 2: C1CNP(=O)(OC1)N(CCCl)CCCl. Cell line: CCRF-CEM. Synergy scores: CSS=47.4, Synergy_ZIP=4.00, Synergy_Bliss=4.22, Synergy_Loewe=-17.1, Synergy_HSA=3.88. (2) Drug 1: CC(CN1CC(=O)NC(=O)C1)N2CC(=O)NC(=O)C2. Drug 2: CS(=O)(=O)CCNCC1=CC=C(O1)C2=CC3=C(C=C2)N=CN=C3NC4=CC(=C(C=C4)OCC5=CC(=CC=C5)F)Cl. Cell line: NCI-H460. Synergy scores: CSS=42.4, Synergy_ZIP=-3.42, Synergy_Bliss=-7.03, Synergy_Loewe=-3.15, Synergy_HSA=-3.87. (3) Drug 1: CC=C1C(=O)NC(C(=O)OC2CC(=O)NC(C(=O)NC(CSSCCC=C2)C(=O)N1)C(C)C)C(C)C. Drug 2: CN1C2=C(C=C(C=C2)N(CCCl)CCCl)N=C1CCCC(=O)O.Cl. Cell line: HCT116. Synergy scores: CSS=51.8, Synergy_ZIP=2.02, Synergy_Bliss=-1.98, Synergy_Loewe=-44.7, Synergy_HSA=-5.86. (4) Drug 1: C1=CC(=CC=C1CCCC(=O)O)N(CCCl)CCCl. Drug 2: CCN(CC)CCNC(=O)C1=C(NC(=C1C)C=C2C3=C(C=CC(=C3)F)NC2=O)C. Cell line: BT-549. Synergy scores: CSS=5.38, Synergy_ZIP=-7.21, Synergy_Bliss=-2.72, Synergy_Loewe=-6.45, Synergy_HSA=-6.00. (5) Drug 2: C(CCl)NC(=O)N(CCCl)N=O. Cell line: SK-OV-3. Drug 1: COC1=NC(=NC2=C1N=CN2C3C(C(C(O3)CO)O)O)N. Synergy scores: CSS=-4.75, Synergy_ZIP=2.48, Synergy_Bliss=1.92, Synergy_Loewe=-5.27, Synergy_HSA=-3.91. (6) Drug 1: C1=C(C(=O)NC(=O)N1)F. Drug 2: C(CC(=O)O)C(=O)CN.Cl. Cell line: DU-145. Synergy scores: CSS=32.8, Synergy_ZIP=-6.28, Synergy_Bliss=-8.44, Synergy_Loewe=-13.7, Synergy_HSA=-4.65.